This data is from Full USPTO retrosynthesis dataset with 1.9M reactions from patents (1976-2016). The task is: Predict the reactants needed to synthesize the given product. The reactants are: [CH2:1]([O:3][C:4]([C:6]1[C:7]([CH3:39])=[C:8]2[C:13]([NH:14][C:15]3[CH:20]=[CH:19][C:18]([O:21][C:22]4[CH:27]=[CH:26][CH:25]=[CH:24][CH:23]=4)=[C:17]([CH2:28][O:29]C4CCCCO4)[CH:16]=3)=[C:12]([C:36]#[N:37])[CH:11]=[N:10][N:9]2[CH:38]=1)=[O:5])[CH3:2].C(O)(C(F)(F)F)=O. Given the product [CH2:1]([O:3][C:4]([C:6]1[C:7]([CH3:39])=[C:8]2[C:13]([NH:14][C:15]3[CH:20]=[CH:19][C:18]([O:21][C:22]4[CH:27]=[CH:26][CH:25]=[CH:24][CH:23]=4)=[C:17]([CH2:28][OH:29])[CH:16]=3)=[C:12]([C:36]#[N:37])[CH:11]=[N:10][N:9]2[CH:38]=1)=[O:5])[CH3:2], predict the reactants needed to synthesize it.